Dataset: Reaction yield outcomes from USPTO patents with 853,638 reactions. Task: Predict the reaction yield, written as a fraction of the theoretical maximum amount of product (1.0 means a 100% yield; for example, 0.34 means a 34% yield). (1) The reactants are [CH3:1][O:2][C:3]1[CH:4]=[C:5]2[C:10](=[CH:11][C:12]=1[O:13][CH2:14][CH2:15][N:16](C)[C:17](OC(C)(C)C)=O)[N:9]=[CH:8][N:7]=[C:6]2[O:25][C:26]1[CH:27]=[C:28]2[C:32](=[CH:33][CH:34]=1)[NH:31][C:30]([CH3:35])=[CH:29]2.C(O)(C(F)(F)F)=O. The catalyst is C(Cl)Cl. The product is [CH3:1][O:2][C:3]1[CH:4]=[C:5]2[C:10](=[CH:11][C:12]=1[O:13][CH2:14][CH2:15][NH:16][CH3:17])[N:9]=[CH:8][N:7]=[C:6]2[O:25][C:26]1[CH:27]=[C:28]2[C:32](=[CH:33][CH:34]=1)[NH:31][C:30]([CH3:35])=[CH:29]2. The yield is 0.820. (2) The reactants are I[C:2]1[CH:14]=[CH:13][C:5]2[C:6](=[O:12])[CH2:7][CH2:8][C:9](=[O:11])[NH:10][C:4]=2[CH:3]=1.CCOC(C)=O.O.[CH3:22][N:23](C=O)C. The catalyst is [C-]#N.[C-]#N.[Zn+2].C1C=CC([P]([Pd]([P](C2C=CC=CC=2)(C2C=CC=CC=2)C2C=CC=CC=2)([P](C2C=CC=CC=2)(C2C=CC=CC=2)C2C=CC=CC=2)[P](C2C=CC=CC=2)(C2C=CC=CC=2)C2C=CC=CC=2)(C2C=CC=CC=2)C2C=CC=CC=2)=CC=1. The product is [C:22]([C:2]1[CH:14]=[CH:13][C:5]2[C:6](=[O:12])[CH2:7][CH2:8][C:9](=[O:11])[NH:10][C:4]=2[CH:3]=1)#[N:23]. The yield is 0.700. (3) The catalyst is C(Cl)(Cl)Cl. The yield is 0.980. The reactants are [OH:1][C:2]1[CH:9]=[CH:8][C:5]([CH:6]=O)=[CH:4][CH:3]=1.Cl.[NH2:11][CH2:12][C:13]([CH3:16])([SH:15])[CH3:14].C([O-])([O-])=O.[K+].[K+].[O-]S([O-])(=O)=O.[Mg+2]. The product is [CH3:14][C:13]([SH:15])([CH3:16])[CH2:12][NH:11][CH2:6][C:5]1[CH:8]=[CH:9][C:2]([OH:1])=[CH:3][CH:4]=1.